From a dataset of Forward reaction prediction with 1.9M reactions from USPTO patents (1976-2016). Predict the product of the given reaction. Given the reactants Cl[C:2]1[N:7]=[CH:6][C:5]([O:8][CH2:9][CH2:10][C@H:11]([CH:13]2[CH2:18][CH2:17][N:16]([C:19]3[O:23][N:22]=[C:21]([CH:24]([CH3:26])[CH3:25])[N:20]=3)[CH2:15][CH2:14]2)[CH3:12])=[CH:4][N:3]=1.[C:27]([O:31][C:32](=[O:48])[NH:33][C@@H:34]1[C@@H:38]([C:39]2[CH:44]=[C:43]([F:45])[C:42]([F:46])=[CH:41][C:40]=2[F:47])[CH2:37][NH:36][CH2:35]1)([CH3:30])([CH3:29])[CH3:28].C1CCN2C(=NCCC2)CC1.O, predict the reaction product. The product is: [C:27]([O:31][C:32](=[O:48])[NH:33][C@@H:34]1[C@@H:38]([C:39]2[CH:44]=[C:43]([F:45])[C:42]([F:46])=[CH:41][C:40]=2[F:47])[CH2:37][N:36]([C:2]2[N:7]=[CH:6][C:5]([O:8][CH2:9][CH2:10][C@H:11]([CH:13]3[CH2:18][CH2:17][N:16]([C:19]4[O:23][N:22]=[C:21]([CH:24]([CH3:26])[CH3:25])[N:20]=4)[CH2:15][CH2:14]3)[CH3:12])=[CH:4][N:3]=2)[CH2:35]1)([CH3:30])([CH3:28])[CH3:29].